Dataset: Peptide-MHC class II binding affinity with 134,281 pairs from IEDB. Task: Regression. Given a peptide amino acid sequence and an MHC pseudo amino acid sequence, predict their binding affinity value. This is MHC class II binding data. (1) The peptide sequence is TMTQMNQAFRNIVNM. The MHC is DRB1_0901 with pseudo-sequence DRB1_0901. The binding affinity (normalized) is 0.217. (2) The peptide sequence is TEEQKLIEKINAGFK. The MHC is DRB3_0202 with pseudo-sequence DRB3_0202. The binding affinity (normalized) is 0.272.